Predict which catalyst facilitates the given reaction. From a dataset of Catalyst prediction with 721,799 reactions and 888 catalyst types from USPTO. (1) Reactant: [F:1][C:2]1[CH:11]=[C:10]2[C:5]([C:6]([OH:17])=[C:7]([C:12]([O:14][CH2:15][CH3:16])=[O:13])[CH:8]=[N:9]2)=[CH:4][CH:3]=1.[C:18](=O)([O-])[O-].[K+].[K+].S(OC)(OC)(=O)=O. Product: [F:1][C:2]1[CH:11]=[C:10]2[C:5]([C:6](=[O:17])[C:7]([C:12]([O:14][CH2:15][CH3:16])=[O:13])=[CH:8][N:9]2[CH3:18])=[CH:4][CH:3]=1. The catalyst class is: 131. (2) Reactant: [CH3:1][C:2]1[C:8](=[O:9])[C:7]([O:10][CH3:11])=[C:6]([O:12][CH3:13])[C:4](=[O:5])[C:3]=1[CH2:14]/[CH:15]=[C:16](/[CH2:18][CH2:19]/[CH:20]=[C:21](/[CH2:23]C/C=C(/CC/C=C(/CC/C=C(/CC/C=C(/CC/C=C(/CC/C=C(/CC/C=C(/CCC=C(C)C)\C)\C)\C)\C)\C)\C)\C)\[CH3:22])\[CH3:17].[O-]S([O-])(=S)=O.[Na+].[Na+]. Product: [CH3:1][C:2]1[C:8]([OH:9])=[C:7]([O:10][CH3:11])[C:6]([O:12][CH3:13])=[C:4]([OH:5])[C:3]=1[CH2:14]/[CH:15]=[C:16](/[CH2:18][CH2:19][CH:20]=[C:21]([CH3:23])[CH3:22])\[CH3:17]. The catalyst class is: 81. (3) Reactant: [CH3:1][O:2][C:3]1[CH:8]=[CH:7][C:6]([C:9]([F:12])([F:11])[F:10])=[CH:5][C:4]=1[NH:13][NH2:14].[CH3:15][CH2:16][O:17][C:18]([CH:20]([C:24]([CH3:26])=O)[C:21]([CH3:23])=O)=[O:19].C(Cl)Cl. Product: [CH2:16]([O:17][C:18]([C:20]1[C:21]([CH3:23])=[N:14][N:13]([C:4]2[CH:5]=[C:6]([C:9]([F:11])([F:12])[F:10])[CH:7]=[CH:8][C:3]=2[O:2][CH3:1])[C:24]=1[CH3:26])=[O:19])[CH3:15]. The catalyst class is: 61. (4) Reactant: [F:1][C:2]([F:13])([F:12])[C:3]1[CH:4]=[C:5]([CH:9]=[CH:10][CH:11]=1)[C:6]([OH:8])=O.ClC(N(C)C)=C(C)C.[NH2:22][C:23]1[CH:24]=[C:25]([CH:29]=[CH:30][CH:31]=1)[C:26]([OH:28])=[O:27].CCN(C(C)C)C(C)C. Product: [F:12][C:2]([F:1])([F:13])[C:3]1[CH:4]=[C:5]([CH:9]=[CH:10][CH:11]=1)[C:6]([NH:22][C:23]1[CH:24]=[C:25]([CH:29]=[CH:30][CH:31]=1)[C:26]([OH:28])=[O:27])=[O:8]. The catalyst class is: 4.